From a dataset of Full USPTO retrosynthesis dataset with 1.9M reactions from patents (1976-2016). Predict the reactants needed to synthesize the given product. (1) Given the product [CH2:1]([O:3][C:4]1[CH:9]=[C:8]([CH2:10][OH:11])[CH:7]=[CH:6][C:5]=1[C:14]1[CH:15]=[CH:16][C:17]([F:20])=[CH:18][CH:19]=1)[CH3:2], predict the reactants needed to synthesize it. The reactants are: [CH2:1]([O:3][C:4]1[CH:9]=[C:8]([C:10](OC)=[O:11])[CH:7]=[CH:6][C:5]=1[C:14]1[CH:19]=[CH:18][C:17]([F:20])=[CH:16][CH:15]=1)[CH3:2].[H-].[Al+3].[Li+].[H-].[H-].[H-].O.[OH-].[Na+]. (2) The reactants are: [Cu]C#N.[C:4]([Mg]Cl)([CH3:7])([CH3:6])[CH3:5].Br[C:11]1[CH:16]=[CH:15][C:14]([O:17][CH2:18][O:19][CH3:20])=[CH:13][N:12]=1.N. Given the product [C:4]([C:11]1[CH:16]=[CH:15][C:14]([O:17][CH2:18][O:19][CH3:20])=[CH:13][N:12]=1)([CH3:7])([CH3:6])[CH3:5], predict the reactants needed to synthesize it.